Dataset: Full USPTO retrosynthesis dataset with 1.9M reactions from patents (1976-2016). Task: Predict the reactants needed to synthesize the given product. (1) Given the product [Cl:19][C:20]1[CH:29]=[CH:28][C:23](/[CH:24]=[CH:25]/[CH2:26][N:2]2[CH2:8][CH2:7][CH2:6][C:5](=[O:9])[CH2:4][CH2:3]2)=[CH:22][CH:21]=1, predict the reactants needed to synthesize it. The reactants are: Cl.[NH:2]1[CH2:8][CH2:7][CH2:6][C:5](=[O:9])[CH2:4][CH2:3]1.C(N(C(C)C)CC)(C)C.[Cl:19][C:20]1[CH:29]=[CH:28][C:23]([CH:24]=[CH:25][CH2:26]Cl)=[CH:22][CH:21]=1. (2) Given the product [F:1][C:2]1[CH:10]=[C:9]([C:11]2[CH:16]=[CH:15][CH:14]=[CH:13][N:12]=2)[CH:8]=[CH:7][C:3]=1[C:4]([Cl:19])=[O:5], predict the reactants needed to synthesize it. The reactants are: [F:1][C:2]1[CH:10]=[C:9]([C:11]2[CH:16]=[CH:15][CH:14]=[CH:13][N:12]=2)[CH:8]=[CH:7][C:3]=1[C:4](O)=[O:5].S(Cl)([Cl:19])=O. (3) Given the product [Br:17][C:15]1[N:16]=[C:11]([NH2:20])[C:12]([O:7][C:3]2[CH:2]=[N:1][CH:6]=[CH:5][CH:4]=2)=[N:13][CH:14]=1, predict the reactants needed to synthesize it. The reactants are: [N:1]1[CH:6]=[CH:5][CH:4]=[C:3]([OH:7])[CH:2]=1.[H-].[Na+].Br[C:11]1[C:12](N)=[N:13][CH:14]=[C:15]([Br:17])[N:16]=1.C[N:20](C=O)C. (4) Given the product [CH:22]1([CH2:21][N:5]2[C:6]3[C:11](=[C:10]([C:13]([F:16])([F:14])[F:15])[C:9]([C:17]#[N:18])=[CH:8][CH:7]=3)[CH:12]=[C:4]2[CH2:3][CH:2]([CH3:19])[CH3:1])[CH2:24][CH2:23]1, predict the reactants needed to synthesize it. The reactants are: [CH3:1][CH:2]([CH3:19])[CH2:3][C:4]1[NH:5][C:6]2[C:11]([CH:12]=1)=[C:10]([C:13]([F:16])([F:15])[F:14])[C:9]([C:17]#[N:18])=[CH:8][CH:7]=2.Br[CH2:21][CH:22]1[CH2:24][CH2:23]1.